Dataset: Catalyst prediction with 721,799 reactions and 888 catalyst types from USPTO. Task: Predict which catalyst facilitates the given reaction. Reactant: [F:1][C:2]1[CH:7]=[CH:6][C:5]([C:8]#[C:9][C:10]2([OH:16])[CH2:15][CH2:14][NH:13][CH2:12][CH2:11]2)=[CH:4][CH:3]=1. Product: [F:1][C:2]1[CH:7]=[CH:6][C:5]([CH2:8][CH2:9][C:10]2([OH:16])[CH2:11][CH2:12][NH:13][CH2:14][CH2:15]2)=[CH:4][CH:3]=1. The catalyst class is: 352.